From a dataset of Forward reaction prediction with 1.9M reactions from USPTO patents (1976-2016). Predict the product of the given reaction. (1) The product is: [CH3:14][C@@H:7]1[CH2:6][C:5]2[C:10](=[CH:11][CH:12]=[C:3]([CH:1]3[CH2:2][O:23]3)[CH:4]=2)[C:9](=[O:13])[O:8]1. Given the reactants [CH:1]([C:3]1[CH:4]=[C:5]2[C:10](=[CH:11][CH:12]=1)[C:9](=[O:13])[O:8][CH:7]([CH3:14])[CH2:6]2)=[CH2:2].C1C=C(Cl)C=C(C(OO)=[O:23])C=1, predict the reaction product. (2) Given the reactants Br[C:2]1[CH:3]=[CH:4][C:5]([C:8]2[N:12]=[CH:11][NH:10][N:9]=2)=[N:6][CH:7]=1.[C:13]([C:15]1[CH:16]=[C:17]([CH:39]=[CH:40][C:41]=1[CH3:42])[C:18]([NH:20][C:21]1[CH:26]=[CH:25][C:24]([CH2:27][N:28]2[CH2:33][CH2:32][N:31]([CH3:34])[CH2:30][CH2:29]2)=[C:23]([C:35]([F:38])([F:37])[F:36])[CH:22]=1)=[O:19])#[CH:14], predict the reaction product. The product is: [CH3:42][C:41]1[CH:40]=[CH:39][C:17]([C:18]([NH:20][C:21]2[CH:26]=[CH:25][C:24]([CH2:27][N:28]3[CH2:33][CH2:32][N:31]([CH3:34])[CH2:30][CH2:29]3)=[C:23]([C:35]([F:36])([F:38])[F:37])[CH:22]=2)=[O:19])=[CH:16][C:15]=1[C:13]#[C:14][C:2]1[CH:3]=[CH:4][C:5]([C:8]2[N:12]=[CH:11][NH:10][N:9]=2)=[N:6][CH:7]=1. (3) Given the reactants [C@@H:1]1([O:12][C:13]2[C:17]([CH2:18][C:19]3[CH:24]=[CH:23][CH:22]=[CH:21][C:20]=3[OH:25])=[C:16]([CH:26]([CH3:28])[CH3:27])[NH:15][N:14]=2)[O:9][C@H:8]([CH2:10][OH:11])[C@@H:6]([OH:7])[C@H:4]([OH:5])[C@H:2]1[OH:3].[Cl:29][C:30]1[CH:31]=[C:32]([CH:35]=[CH:36][CH:37]=1)[CH2:33]Br, predict the reaction product. The product is: [Cl:29][C:30]1[CH:31]=[C:32]([CH:35]=[CH:36][CH:37]=1)[CH2:33][O:25][C:20]1[CH:21]=[CH:22][CH:23]=[CH:24][C:19]=1[CH2:18][C:17]1[C:13]([O:12][C@@H:1]2[O:9][C@H:8]([CH2:10][OH:11])[C@@H:6]([OH:7])[C@H:4]([OH:5])[C@H:2]2[OH:3])=[N:14][NH:15][C:16]=1[CH:26]([CH3:28])[CH3:27]. (4) Given the reactants [Br:1][C:2]1[CH:3]=[C:4]([N:8]2[C:16]3[C:11](=[CH:12][C:13](I)=[CH:14][CH:15]=3)[C:10]([C:18]([O:20][CH3:21])=[O:19])=[N:9]2)[CH:5]=[CH:6][CH:7]=1.[CH3:22][N:23]1[CH:27]=[CH:26][C:25](B2OC(C)(C)C(C)(C)O2)=[N:24]1.[Cl-].[Li+].C(=O)([O-])[O-].[Na+].[Na+], predict the reaction product. The product is: [Br:1][C:2]1[CH:3]=[C:4]([N:8]2[C:16]3[C:11](=[CH:12][C:13]([C:25]4[CH:26]=[CH:27][N:23]([CH3:22])[N:24]=4)=[CH:14][CH:15]=3)[C:10]([C:18]([O:20][CH3:21])=[O:19])=[N:9]2)[CH:5]=[CH:6][CH:7]=1. (5) Given the reactants [C@H:1]1([NH:10][CH:11]=[CH:12][CH:13]=[C:14]([C:19]([O:21]C)=[O:20])[C:15](OC)=[O:16])[C:9]2[C:4](=[CH:5][CH:6]=[CH:7][CH:8]=2)[CH2:3][CH2:2]1.[H-].[Na+].O, predict the reaction product. The product is: [C@H:1]1([N:10]2[CH:11]=[CH:12][CH:13]=[C:14]([C:19]([OH:21])=[O:20])[C:15]2=[O:16])[C:9]2[C:4](=[CH:5][CH:6]=[CH:7][CH:8]=2)[CH2:3][CH2:2]1.